Dataset: Reaction yield outcomes from USPTO patents with 853,638 reactions. Task: Predict the reaction yield, written as a fraction of the theoretical maximum amount of product (1.0 means a 100% yield; for example, 0.34 means a 34% yield). The reactants are [C:1]([O:7][CH2:8][CH3:9])(=[O:6])[C:2]#[C:3][CH2:4][CH3:5]. The catalyst is [Pd].CC([O-])=O.CC([O-])=O.[Pb+2].C1COCC1.N1C=CC=CC=1. The product is [CH2:8]([O:7][C:1](=[O:6])/[CH:2]=[CH:3]\[CH2:4][CH3:5])[CH3:9]. The yield is 0.980.